Dataset: Reaction yield outcomes from USPTO patents with 853,638 reactions. Task: Predict the reaction yield, written as a fraction of the theoretical maximum amount of product (1.0 means a 100% yield; for example, 0.34 means a 34% yield). The reactants are [CH:1]1([NH:7][C:8]([C:10]2[N:11]([C:16]3[CH:21]=[CH:20][C:19]([OH:22])=[CH:18][CH:17]=3)[N:12]=[C:13]([CH3:15])[CH:14]=2)=[O:9])[CH2:6][CH2:5][CH2:4][CH2:3][CH2:2]1.C1(P(C2C=CC=CC=2)C2C=CC=CC=2)C=CC=CC=1.[C:42]([O:46][C:47]([N:49]1[CH2:54][CH2:53][CH:52](O)[CH2:51][CH2:50]1)=[O:48])([CH3:45])([CH3:44])[CH3:43].CC(OC(/N=N/C(OC(C)C)=O)=O)C. The catalyst is O1CCCC1. The product is [C:42]([O:46][C:47]([N:49]1[CH2:54][CH2:53][CH:52]([O:22][C:19]2[CH:20]=[CH:21][C:16]([N:11]3[C:10]([C:8](=[O:9])[NH:7][CH:1]4[CH2:2][CH2:3][CH2:4][CH2:5][CH2:6]4)=[CH:14][C:13]([CH3:15])=[N:12]3)=[CH:17][CH:18]=2)[CH2:51][CH2:50]1)=[O:48])([CH3:45])([CH3:43])[CH3:44]. The yield is 1.00.